From a dataset of NCI-60 drug combinations with 297,098 pairs across 59 cell lines. Regression. Given two drug SMILES strings and cell line genomic features, predict the synergy score measuring deviation from expected non-interaction effect. (1) Drug 1: CN1C(=O)N2C=NC(=C2N=N1)C(=O)N. Drug 2: CCC1(CC2CC(C3=C(CCN(C2)C1)C4=CC=CC=C4N3)(C5=C(C=C6C(=C5)C78CCN9C7C(C=CC9)(C(C(C8N6C)(C(=O)OC)O)OC(=O)C)CC)OC)C(=O)OC)O.OS(=O)(=O)O. Cell line: NCI-H226. Synergy scores: CSS=-6.27, Synergy_ZIP=10.1, Synergy_Bliss=4.51, Synergy_Loewe=-5.67, Synergy_HSA=-5.07. (2) Drug 1: CC1=C2C(C(=O)C3(C(CC4C(C3C(C(C2(C)C)(CC1OC(=O)C(C(C5=CC=CC=C5)NC(=O)C6=CC=CC=C6)O)O)OC(=O)C7=CC=CC=C7)(CO4)OC(=O)C)O)C)OC(=O)C. Drug 2: COCCOC1=C(C=C2C(=C1)C(=NC=N2)NC3=CC=CC(=C3)C#C)OCCOC.Cl. Cell line: OVCAR-4. Synergy scores: CSS=31.0, Synergy_ZIP=6.03, Synergy_Bliss=2.93, Synergy_Loewe=-2.65, Synergy_HSA=1.52. (3) Drug 1: CC1OCC2C(O1)C(C(C(O2)OC3C4COC(=O)C4C(C5=CC6=C(C=C35)OCO6)C7=CC(=C(C(=C7)OC)O)OC)O)O. Drug 2: CN(CCCl)CCCl.Cl. Cell line: A498. Synergy scores: CSS=35.0, Synergy_ZIP=-0.595, Synergy_Bliss=1.45, Synergy_Loewe=-0.330, Synergy_HSA=2.86.